Dataset: NCI-60 drug combinations with 297,098 pairs across 59 cell lines. Task: Regression. Given two drug SMILES strings and cell line genomic features, predict the synergy score measuring deviation from expected non-interaction effect. (1) Cell line: NCI-H322M. Synergy scores: CSS=0.107, Synergy_ZIP=1.04, Synergy_Bliss=-0.655, Synergy_Loewe=-5.76, Synergy_HSA=-3.97. Drug 1: COC1=CC(=CC(=C1O)OC)C2C3C(COC3=O)C(C4=CC5=C(C=C24)OCO5)OC6C(C(C7C(O6)COC(O7)C8=CC=CS8)O)O. Drug 2: CN(CC1=CN=C2C(=N1)C(=NC(=N2)N)N)C3=CC=C(C=C3)C(=O)NC(CCC(=O)O)C(=O)O. (2) Drug 1: C1CN1C2=NC(=NC(=N2)N3CC3)N4CC4. Drug 2: N.N.Cl[Pt+2]Cl. Cell line: A549. Synergy scores: CSS=66.0, Synergy_ZIP=-7.04, Synergy_Bliss=-7.47, Synergy_Loewe=0.915, Synergy_HSA=2.84. (3) Drug 1: C1CN1C2=NC(=NC(=N2)N3CC3)N4CC4. Drug 2: C1CCN(CC1)CCOC2=CC=C(C=C2)C(=O)C3=C(SC4=C3C=CC(=C4)O)C5=CC=C(C=C5)O. Cell line: SN12C. Synergy scores: CSS=39.8, Synergy_ZIP=2.40, Synergy_Bliss=1.21, Synergy_Loewe=2.88, Synergy_HSA=2.55. (4) Drug 1: CC1=C2C(C(=O)C3(C(CC4C(C3C(C(C2(C)C)(CC1OC(=O)C(C(C5=CC=CC=C5)NC(=O)OC(C)(C)C)O)O)OC(=O)C6=CC=CC=C6)(CO4)OC(=O)C)OC)C)OC. Drug 2: CC(C)CN1C=NC2=C1C3=CC=CC=C3N=C2N. Cell line: MOLT-4. Synergy scores: CSS=73.1, Synergy_ZIP=4.36, Synergy_Bliss=6.64, Synergy_Loewe=-26.0, Synergy_HSA=5.87. (5) Drug 1: C1CC(=O)NC(=O)C1N2CC3=C(C2=O)C=CC=C3N. Drug 2: CC1OCC2C(O1)C(C(C(O2)OC3C4COC(=O)C4C(C5=CC6=C(C=C35)OCO6)C7=CC(=C(C(=C7)OC)O)OC)O)O. Cell line: DU-145. Synergy scores: CSS=45.3, Synergy_ZIP=3.14, Synergy_Bliss=5.38, Synergy_Loewe=-19.8, Synergy_HSA=7.66. (6) Drug 1: CC1=C2C(C(=O)C3(C(CC4C(C3C(C(C2(C)C)(CC1OC(=O)C(C(C5=CC=CC=C5)NC(=O)OC(C)(C)C)O)O)OC(=O)C6=CC=CC=C6)(CO4)OC(=O)C)OC)C)OC. Drug 2: C1=CN(C(=O)N=C1N)C2C(C(C(O2)CO)O)O.Cl. Cell line: SK-OV-3. Synergy scores: CSS=25.2, Synergy_ZIP=-7.03, Synergy_Bliss=-10.8, Synergy_Loewe=-20.1, Synergy_HSA=-8.09. (7) Drug 1: CCCS(=O)(=O)NC1=C(C(=C(C=C1)F)C(=O)C2=CNC3=C2C=C(C=N3)C4=CC=C(C=C4)Cl)F. Drug 2: CN(C)N=NC1=C(NC=N1)C(=O)N. Cell line: OVCAR-8. Synergy scores: CSS=0.786, Synergy_ZIP=1.46, Synergy_Bliss=2.22, Synergy_Loewe=-1.21, Synergy_HSA=-1.30.